This data is from Peptide-MHC class I binding affinity with 185,985 pairs from IEDB/IMGT. The task is: Regression. Given a peptide amino acid sequence and an MHC pseudo amino acid sequence, predict their binding affinity value. This is MHC class I binding data. (1) The peptide sequence is FSFPQITLW. The MHC is HLA-B44:02 with pseudo-sequence HLA-B44:02. The binding affinity (normalized) is 0.323. (2) The peptide sequence is FQPQNGQFA. The binding affinity (normalized) is 0.0258. The MHC is H-2-Kb with pseudo-sequence H-2-Kb. (3) The peptide sequence is RPFNNILNL. The MHC is HLA-B40:01 with pseudo-sequence HLA-B40:01. The binding affinity (normalized) is 0. (4) The peptide sequence is SEIYVAWV. The MHC is Mamu-A11 with pseudo-sequence Mamu-A11. The binding affinity (normalized) is 0.770. (5) The peptide sequence is SAQCFKMFYK. The MHC is Patr-A0101 with pseudo-sequence Patr-A0101. The binding affinity (normalized) is 0.764. (6) The peptide sequence is MCHEGINPN. The MHC is H-2-Kb with pseudo-sequence H-2-Kb. The binding affinity (normalized) is 0.0748.